Dataset: Reaction yield outcomes from USPTO patents with 853,638 reactions. Task: Predict the reaction yield, written as a fraction of the theoretical maximum amount of product (1.0 means a 100% yield; for example, 0.34 means a 34% yield). (1) The reactants are [CH2:1]([O:3][C:4]([C:6]1[C:10]([CH3:11])=[CH:9][NH:8][C:7]=1[CH2:12][C:13]([OH:15])=O)=[O:5])[CH3:2].Cl.C(N=C=N[CH2:22][CH2:23][CH2:24][N:25]([CH3:27])[CH3:26])C.O[N:29]1[C:33]2C=CC=CC=2N=N1.O. The catalyst is CN(C)C=O.ClCCl. The product is [CH2:1]([O:3][C:4]([C:6]1[C:10]([CH3:11])=[CH:9][NH:8][C:7]=1[CH2:12][C:13](=[O:15])[NH:29][CH2:33][CH2:27][N:25]1[CH2:24][CH2:23][CH2:22][CH2:26]1)=[O:5])[CH3:2]. The yield is 1.00. (2) The reactants are [NH2:1][C:2]1[N:10]=[C:9]2[C:5]([N:6]=[CH:7][N:8]2[CH2:11][C:12]([O:14]CC)=[O:13])=[C:4]([C:17]2[O:18][CH:19]=[CH:20][CH:21]=2)[N:3]=1.[OH-].[Na+].[F-].C([N+](CCCC)(CCCC)CCCC)CCC. The catalyst is CO.O. The product is [NH2:1][C:2]1[N:10]=[C:9]2[C:5]([N:6]=[CH:7][N:8]2[CH2:11][C:12]([OH:14])=[O:13])=[C:4]([C:17]2[O:18][CH:19]=[CH:20][CH:21]=2)[N:3]=1. The yield is 0.720. (3) The reactants are [S:1]1[CH:5]=[CH:4][CH:3]=[C:2]1[C:6](Cl)=[O:7].[CH2:9]([N:16]1[C:25]2[C:20](=[CH:21][C:22]([F:26])=[CH:23][CH:24]=2)[C:19]([N:27]2[CH2:32][CH2:31][NH:30][CH2:29][CH2:28]2)=[C:18]([C:33]#[N:34])[C:17]1=[O:35])[C:10]1[CH:15]=[CH:14][CH:13]=[CH:12][CH:11]=1. The catalyst is N1C=CC=CC=1. The product is [CH2:9]([N:16]1[C:25]2[C:20](=[CH:21][C:22]([F:26])=[CH:23][CH:24]=2)[C:19]([N:27]2[CH2:32][CH2:31][N:30]([C:6]([C:2]3[S:1][CH:5]=[CH:4][CH:3]=3)=[O:7])[CH2:29][CH2:28]2)=[C:18]([C:33]#[N:34])[C:17]1=[O:35])[C:10]1[CH:15]=[CH:14][CH:13]=[CH:12][CH:11]=1. The yield is 0.760. (4) The reactants are [CH3:1][CH:2]([CH2:14]/[C:15](=[CH:23]/[C:24](/[CH3:39])=[CH:25]/[CH:26]([CH3:38])[CH2:27][CH:28]([CH3:37])[CH2:29][CH:30]([CH3:36])[CH2:31][CH:32]([CH3:35])[CH2:33][CH3:34])/[C:16]([O:18]C(C)(C)C)=[O:17])[C:3]([O:5][CH2:6][C:7]([O:9]C(C)(C)C)=[O:8])=[O:4].FC(F)(F)C(O)=O. The catalyst is ClCCl. The product is [C:7]([CH2:6][O:5][C:3](=[O:4])[CH:2]([CH3:1])[CH2:14]/[C:15](=[CH:23]/[C:24](/[CH3:39])=[CH:25]/[CH:26]([CH3:38])[CH2:27][CH:28]([CH3:37])[CH2:29][CH:30]([CH3:36])[CH2:31][CH:32]([CH3:35])[CH2:33][CH3:34])/[C:16]([OH:18])=[O:17])([OH:9])=[O:8]. The yield is 0.740. (5) The reactants are [Cl:1][C:2]1[N:3]=[CH:4][C:5]([C:8]([OH:10])=[O:9])=[N:6][CH:7]=1.ClC(Cl)(Cl)C(=N)O[C:15]([CH3:18])([CH3:17])[CH3:16].[B-](F)(F)(F)[O+](C)C. The catalyst is O1CCCC1.C1CCCCC1.C(OCC)(=O)C. The product is [C:15]([O:9][C:8]([C:5]1[CH:4]=[N:3][C:2]([Cl:1])=[CH:7][N:6]=1)=[O:10])([CH3:18])([CH3:17])[CH3:16]. The yield is 0.940. (6) The reactants are [CH3:1][O:2][C:3](=[O:14])[C:4]1[CH:9]=[C:8]([N+:10]([O-:12])=[O:11])[CH:7]=[C:6](I)[CH:5]=1.[B:15]1([B:15]2[O:19][C:18]([CH3:21])([CH3:20])[C:17]([CH3:23])([CH3:22])[O:16]2)[O:19][C:18]([CH3:21])([CH3:20])[C:17]([CH3:23])([CH3:22])[O:16]1.CC([O-])=O.[K+]. The catalyst is CS(C)=O. The product is [CH3:1][O:2][C:3](=[O:14])[C:4]1[CH:5]=[C:6]([B:15]2[O:19][C:18]([CH3:21])([CH3:20])[C:17]([CH3:23])([CH3:22])[O:16]2)[CH:7]=[C:8]([N+:10]([O-:12])=[O:11])[CH:9]=1. The yield is 0.670. (7) The yield is 0.430. The reactants are [ClH:1].[N:2]1([CH2:8][CH2:9][N:10]2[CH2:15][C:14]3[CH:16]=[C:17](/[CH:20]=[CH:21]/[C:22]([OH:24])=O)[CH:18]=[N:19][C:13]=3[NH:12][C:11]2=[O:25])[CH2:7][CH2:6][O:5][CH2:4][CH2:3]1.Cl.CN1CC2C=C(/C=C/C(O)=O)C=NC=2NC(=O)C1.[CH2:45]1[C:55]2=[C:56]3[C:51](=[CH:52][CH:53]=[CH:54]2)[C:50]([CH2:57][NH:58][CH3:59])=[CH:49][CH:48]=[C:47]3[CH2:46]1.CNCC1C=CC2C(=CC=CC=2)C=1CCC. No catalyst specified. The product is [ClH:1].[CH2:45]1[C:55]2=[C:56]3[C:51](=[CH:52][CH:53]=[CH:54]2)[C:50]([CH2:57][N:58]([CH3:59])[C:22](=[O:24])/[CH:21]=[CH:20]/[C:17]2[CH:18]=[N:19][C:13]4[NH:12][C:11](=[O:25])[N:10]([CH2:9][CH2:8][N:2]5[CH2:7][CH2:6][O:5][CH2:4][CH2:3]5)[CH2:15][C:14]=4[CH:16]=2)=[CH:49][CH:48]=[C:47]3[CH2:46]1. (8) The reactants are [CH:1]1([O:6][C:7]2[CH:15]=[CH:14][C:13]([S:16](=[O:20])(=[O:19])[NH:17][CH3:18])=[CH:12][C:8]=2[C:9]([OH:11])=O)[CH2:5][CH2:4][CH2:3][CH2:2]1.[F:21][C:22]([F:36])([F:35])[C:23]1[CH:34]=[CH:33][C:26]([O:27][CH:28]2[CH2:32][CH2:31][NH:30][CH2:29]2)=[CH:25][CH:24]=1. No catalyst specified. The product is [CH:1]1([O:6][C:7]2[CH:15]=[CH:14][C:13]([S:16]([NH:17][CH3:18])(=[O:20])=[O:19])=[CH:12][C:8]=2[C:9]([N:30]2[CH2:31][CH2:32][CH:28]([O:27][C:26]3[CH:25]=[CH:24][C:23]([C:22]([F:21])([F:36])[F:35])=[CH:34][CH:33]=3)[CH2:29]2)=[O:11])[CH2:2][CH2:3][CH2:4][CH2:5]1. The yield is 0.110. (9) The reactants are Br[CH2:2][C:3]1[N:8]=[C:7]([NH:9]C(=O)C(C)(C)C)[CH:6]=[CH:5][CH:4]=1.C(OC([N:23]1[C:27]2[CH:28]=[CH:29][CH:30]=[CH:31][C:26]=2[N:25]=[C:24]1[CH2:32][NH:33][CH:34]1[C:43]2[N:42]=[CH:41][CH:40]=[CH:39][C:38]=2[CH2:37][CH2:36][CH2:35]1)=O)(C)(C)C.C(N(CC)C(C)C)(C)C.[I-].[K+]. The catalyst is CC#N. The product is [NH2:9][C:7]1[N:8]=[C:3]([CH2:2][N:33]([CH2:32][C:24]2[NH:23][C:27]3[CH:28]=[CH:29][CH:30]=[CH:31][C:26]=3[N:25]=2)[CH:34]2[C:43]3[N:42]=[CH:41][CH:40]=[CH:39][C:38]=3[CH2:37][CH2:36][CH2:35]2)[CH:4]=[CH:5][CH:6]=1. The yield is 0.540.